Dataset: Catalyst prediction with 721,799 reactions and 888 catalyst types from USPTO. Task: Predict which catalyst facilitates the given reaction. (1) Reactant: [CH2:1]([O:8][C:9]([NH:11][C:12]([CH3:17])([C:14]([OH:16])=[O:15])[CH3:13])=[O:10])[C:2]1[CH:7]=[CH:6][CH:5]=[CH:4][CH:3]=1.[CH:18]1(O)[C:26]2[C:21](=[CH:22][CH:23]=[CH:24][CH:25]=2)[CH2:20][CH2:19]1.CCN=C=NCCCN(C)C. Product: [CH2:1]([O:8][C:9]([NH:11][C:12]([CH3:17])([C:14]([O:16][CH:19]1[CH2:18][C:26]2[C:21](=[CH:22][CH:23]=[CH:24][CH:25]=2)[CH2:20]1)=[O:15])[CH3:13])=[O:10])[C:2]1[CH:3]=[CH:4][CH:5]=[CH:6][CH:7]=1. The catalyst class is: 64. (2) Reactant: [CH:1]1([O:6][C:7]2[CH:8]=[C:9]([C:15]3[CH:20]=[N:19][NH:18][C:17](=[O:21])[CH:16]=3)[CH:10]=[CH:11][C:12]=2[O:13][CH3:14])[CH2:5][CH2:4][CH2:3][CH2:2]1.[H-].[Na+].[CH3:24][CH2:25][CH:26](Br)[CH2:27][CH3:28]. Product: [CH:1]1([O:6][C:7]2[CH:8]=[C:9]([C:15]3[CH:20]=[N:19][N:18]([CH:26]([CH2:27][CH3:28])[CH2:25][CH3:24])[C:17](=[O:21])[CH:16]=3)[CH:10]=[CH:11][C:12]=2[O:13][CH3:14])[CH2:2][CH2:3][CH2:4][CH2:5]1. The catalyst class is: 9. (3) Product: [Cl:1][C:2]1[CH:16]=[C:15]([O:17][CH2:18][CH:19]=[C:20]([Cl:22])[Cl:21])[CH:14]=[C:13]([Cl:23])[C:3]=1[O:4][CH2:5][CH2:6][CH2:7][O:8][C:31]1[CH:32]=[C:33]2[C:38](=[CH:39][CH:40]=1)[C:37](=[O:41])[CH2:36][CH2:35][CH2:34]2. Reactant: [Cl:1][C:2]1[CH:16]=[C:15]([O:17][CH2:18][CH:19]=[C:20]([Cl:22])[Cl:21])[CH:14]=[C:13]([Cl:23])[C:3]=1[O:4][CH2:5][CH2:6][CH2:7][O:8]S(C)(=O)=O.C(=O)([O-])[O-].[K+].[K+].O[C:31]1[CH:32]=[C:33]2[C:38](=[CH:39][CH:40]=1)[C:37](=[O:41])[CH2:36][CH2:35][CH2:34]2.O. The catalyst class is: 9. (4) Reactant: Cl[C:2]1[C:3]2[C:10]([CH3:11])=[CH:9][NH:8][C:4]=2[N:5]=[CH:6][N:7]=1.[NH:12]1[CH2:17][CH2:16][CH:15]([NH:18][C:19](=[O:26])[C:20]2[CH:25]=[CH:24][CH:23]=[CH:22][CH:21]=2)[CH2:14][CH2:13]1.CCN(C(C)C)C(C)C.CCOC(C)=O. Product: [CH3:11][C:10]1[C:3]2[C:4]([NH:5][CH:6]=[N:7][C:2]=2[N:12]2[CH2:17][CH2:16][CH:15]([NH:18][C:19](=[O:26])[C:20]3[CH:25]=[CH:24][CH:23]=[CH:22][CH:21]=3)[CH2:14][CH2:13]2)=[N:8][CH:9]=1. The catalyst class is: 37. (5) Product: [OH:19][CH2:18][C@@H:17]([NH:16][C:9](=[O:10])[O:11][C:12]([CH3:13])([CH3:14])[CH3:15])[C@H:20]([OH:24])[CH2:21][S:22][CH3:23]. Reactant: [C:9](O[C:9]([O:11][C:12]([CH3:15])([CH3:14])[CH3:13])=[O:10])([O:11][C:12]([CH3:15])([CH3:14])[CH3:13])=[O:10].[NH2:16][C@@H:17]([C@H:20]([OH:24])[CH2:21][S:22][CH3:23])[CH2:18][OH:19]. The catalyst class is: 5. (6) Reactant: C([Li])CCC.[CH2:6]([O:13][C:14]1[CH:19]=[CH:18][C:17]([Cl:20])=[CH:16][C:15]=1I)[C:7]1[CH:12]=[CH:11][CH:10]=[CH:9][CH:8]=1.[B:22](OC(C)C)([O:27]C(C)C)[O:23]C(C)C.Cl. Product: [CH2:6]([O:13][C:14]1[CH:19]=[CH:18][C:17]([Cl:20])=[CH:16][C:15]=1[B:22]([OH:27])[OH:23])[C:7]1[CH:12]=[CH:11][CH:10]=[CH:9][CH:8]=1. The catalyst class is: 1. (7) Reactant: [CH2:1]=[C:2]1[CH2:6][C:5](=[O:7])[N:4]([C:8]2[CH:13]=[CH:12][CH:11]=[CH:10][CH:9]=2)[C:3]1=[O:14].[CH3:15][C:16]1[S:17][C:18]2[CH:24]=[CH:23][C:22]([O:25][CH2:26][CH:27]([OH:35])[CH2:28][N:29]3[CH2:34][CH2:33][NH:32][CH2:31][CH2:30]3)=[CH:21][C:19]=2[N:20]=1. Product: [OH:35][C@@H:27]([CH2:26][O:25][C:22]1[CH:23]=[CH:24][C:18]2[S:17][C:16]([CH3:15])=[N:20][C:19]=2[CH:21]=1)[CH2:28][N:29]1[CH2:30][CH2:31][N:32]([CH2:1][CH:2]2[CH2:6][C:5](=[O:7])[N:4]([C:8]3[CH:13]=[CH:12][CH:11]=[CH:10][CH:9]=3)[C:3]2=[O:14])[CH2:33][CH2:34]1. The catalyst class is: 52.